From a dataset of Reaction yield outcomes from USPTO patents with 853,638 reactions. Predict the reaction yield, written as a fraction of the theoretical maximum amount of product (1.0 means a 100% yield; for example, 0.34 means a 34% yield). The reactants are C([O:3][C:4](=[O:30])[CH2:5][C:6]1[CH:11]=[CH:10][C:9]([O:12][CH2:13]/[CH:14]=[C:15](/[C:17]2[CH:22]=[CH:21][C:20]([C:23]3[CH:28]=[CH:27][C:26]([Br:29])=[CH:25][CH:24]=3)=[CH:19][CH:18]=2)\[CH3:16])=[CH:8][CH:7]=1)C.C(O)C. The catalyst is [OH-].[Na+].Cl.C(OCC)(=O)C. The product is [Br:29][C:26]1[CH:27]=[CH:28][C:23]([C:20]2[CH:19]=[CH:18][C:17](/[C:15](/[CH3:16])=[CH:14]/[CH2:13][O:12][C:9]3[CH:8]=[CH:7][C:6]([CH2:5][C:4]([OH:30])=[O:3])=[CH:11][CH:10]=3)=[CH:22][CH:21]=2)=[CH:24][CH:25]=1. The yield is 0.550.